This data is from Forward reaction prediction with 1.9M reactions from USPTO patents (1976-2016). The task is: Predict the product of the given reaction. (1) Given the reactants Cl[C:2]1[CH:7]=[C:6]([O:8][CH:9]2[CH2:12][CH:11]([O:13][CH2:14][C:15]([F:18])([F:17])[F:16])[CH2:10]2)[CH:5]=[CH:4][N:3]=1.[Cl-].[C:20]([O:24][C:25](=[O:28])[CH2:26][Zn+])([CH3:23])([CH3:22])[CH3:21].C1COCC1.[NH4+].[Cl-], predict the reaction product. The product is: [F:16][C:15]([F:18])([F:17])[CH2:14][O:13][CH:11]1[CH2:12][CH:9]([O:8][C:6]2[CH:5]=[CH:4][N:3]=[C:2]([CH2:26][C:25]([O:24][C:20]([CH3:23])([CH3:22])[CH3:21])=[O:28])[CH:7]=2)[CH2:10]1. (2) Given the reactants C([O-])([O-])=O.[K+].[K+].[CH3:7][O:8][CH:9]([O:13][CH3:14])[CH2:10][NH:11][CH3:12].CC1OCCC1.Cl[C:22]([O:24][CH2:25][C:26]1[CH:31]=[CH:30][CH:29]=[CH:28][CH:27]=1)=[O:23], predict the reaction product. The product is: [CH2:25]([O:24][C:22](=[O:23])[N:11]([CH2:10][CH:9]([O:13][CH3:14])[O:8][CH3:7])[CH3:12])[C:26]1[CH:31]=[CH:30][CH:29]=[CH:28][CH:27]=1. (3) The product is: [F:1][C:2]1[CH:7]=[CH:6][C:5]([C:8]2[N:17]=[C:16]([C:18]([N:27]3[CH2:26][CH2:25][C:24]4[C:29](=[CH:30][CH:31]=[C:32]([O:33][CH3:34])[C:23]=4[OH:22])[CH2:28]3)=[O:20])[C:15]3[C:10](=[CH:11][CH:12]=[CH:13][CH:14]=3)[N:9]=2)=[CH:4][CH:3]=1. Given the reactants [F:1][C:2]1[CH:7]=[CH:6][C:5]([C:8]2[N:17]=[C:16]([C:18]([OH:20])=O)[C:15]3[C:10](=[CH:11][CH:12]=[CH:13][CH:14]=3)[N:9]=2)=[CH:4][CH:3]=1.Cl.[OH:22][C:23]1[C:32]([O:33][CH3:34])=[CH:31][CH:30]=[C:29]2[C:24]=1[CH2:25][CH2:26][NH:27][CH2:28]2.F[P-](F)(F)(F)(F)F.N1(OC(N(C)C)=[N+](C)C)C2N=CC=CC=2N=N1.CCN(C(C)C)C(C)C, predict the reaction product. (4) Given the reactants [Br:1][C:2]1[CH:3]=[C:4]([NH:10][C:11]([NH:13][CH2:14][CH2:15][OH:16])=S)[C:5](=[O:9])[N:6]([CH3:8])[CH:7]=1.[OH-].[Na+].C1(C)C=CC(S(Cl)(=O)=O)=CC=1, predict the reaction product. The product is: [Br:1][C:2]1[CH:3]=[C:4]([NH:10][C:11]2[O:16][CH2:15][CH2:14][N:13]=2)[C:5](=[O:9])[N:6]([CH3:8])[CH:7]=1. (5) Given the reactants [Cl:1][C:2]1[N:7]=[CH:6][C:5]([NH:8][C:9]2[CH:14]=[CH:13][CH:12]=[CH:11][C:10]=2[N+:15]([O-])=O)=[CH:4][CH:3]=1.O.O.[Sn](Cl)Cl, predict the reaction product. The product is: [Cl:1][C:2]1[N:7]=[CH:6][C:5]([NH:8][C:9]2[C:10]([NH2:15])=[CH:11][CH:12]=[CH:13][CH:14]=2)=[CH:4][CH:3]=1. (6) Given the reactants CC[O:3][C:4]1[CH:5]=[CH:6][C:7]([CH2:10][C:11]2C=[C:13]([C@@H:18]3O[C@H:22]([CH2:24][OH:25])[C@@H:21](O)[C@H:20](O)[C@H:19]3O)[CH:14]=[CH:15][C:16]=2Cl)=[CH:8][CH:9]=1.[CH:29]1[CH:34]=[C:33]2[CH:35]=[C:36]([CH2:38][C:39]3C=[C:43]([C@@H:45]4[O:50][C@H:49]([CH2:51][OH:52])[C@@H:48](O)[C@H:47](O)[C@H:46]4O)[CH:42]=[CH:41][C:40]=3F)S[C:32]2=[CH:31][CH:30]=1.C[C:58]1[CH:59]=[CH:60][C:61]([C@@H:77]2O[C@H:81]([CH2:83][OH:84])[C@@H:80](O)[C@H:79](O)[C@H:78]2O)=C[C:63]=1[CH2:64][C:65]1S[C:68]([C:70]2[CH:71]=[CH:72][C:73](F)=[CH:74][CH:75]=2)=[CH:67][CH:66]=1, predict the reaction product. The product is: [CH3:6][CH2:5]/[CH:4]=[CH:9]\[CH2:8]/[CH:7]=[CH:10]\[CH2:11]/[CH:16]=[CH:15]\[CH2:14][CH2:13][CH2:18][CH2:19][CH2:20][CH2:21][CH2:22][C:24]([OH:25])=[O:50].[CH3:32][CH2:31]/[CH:30]=[CH:29]\[CH2:34]/[CH:33]=[CH:35]\[CH2:36]/[CH:38]=[CH:39]\[CH2:40]/[CH:41]=[CH:42]\[CH2:43]/[CH:45]=[CH:46]\[CH2:47][CH2:48][CH2:49][C:51]([OH:52])=[O:3].[CH3:75][CH2:74]/[CH:73]=[CH:72]\[CH2:71]/[CH:70]=[CH:68]\[CH2:67]/[CH:66]=[CH:65]\[CH2:64]/[CH:63]=[CH:58]\[CH2:59]/[CH:60]=[CH:61]\[CH2:77]/[CH:78]=[CH:79]\[CH2:80][CH2:81][C:83]([OH:84])=[O:3]. (7) Given the reactants [C:1]([N:8]1[CH2:13][CH2:12][CH:11]([CH2:14][OH:15])[CH2:10][CH2:9]1)([O:3][C:4]([CH3:7])([CH3:6])[CH3:5])=[O:2].[H-].[Na+].Br[C:19]1[CH:24]=[CH:23][C:22]([Br:25])=[CH:21][N:20]=1, predict the reaction product. The product is: [Br:25][C:22]1[CH:23]=[CH:24][C:19]([O:15][CH2:14][CH:11]2[CH2:12][CH2:13][N:8]([C:1]([O:3][C:4]([CH3:7])([CH3:6])[CH3:5])=[O:2])[CH2:9][CH2:10]2)=[N:20][CH:21]=1.